This data is from Forward reaction prediction with 1.9M reactions from USPTO patents (1976-2016). The task is: Predict the product of the given reaction. (1) The product is: [CH3:19][O:20][C:21]1[CH:26]=[C:25]([O:27][CH3:28])[CH:24]=[CH:23][C:22]=1[C:2]1[CH:3]=[C:4]([N:8]2[CH2:16][CH:15]3[CH2:17][N:11]4[CH2:12][CH:13]([CH2:18][CH:9]2[CH2:10]4)[CH2:14]3)[CH:5]=[N:6][CH:7]=1. Given the reactants Br[C:2]1[CH:3]=[C:4]([N:8]2[CH2:16][CH:15]3[CH2:17][N:11]4[CH2:12][CH:13]([CH2:18][CH:9]2[CH2:10]4)[CH2:14]3)[CH:5]=[N:6][CH:7]=1.[CH3:19][O:20][C:21]1[CH:26]=[C:25]([O:27][CH3:28])[CH:24]=[CH:23][C:22]=1B(O)O, predict the reaction product. (2) Given the reactants C[O:2][C:3]1[CH:4]=[C:5]([CH:30]=[CH:31][C:32]=1[O:33]C)[C:6]([NH:8][C:9]1[S:10][C:11]([CH2:22][CH2:23][C:24]2[CH:29]=[CH:28][CH:27]=[CH:26][CH:25]=2)=[C:12]([C:14]2[CH:19]=[CH:18][C:17]([O:20]C)=[CH:16][CH:15]=2)[N:13]=1)=[O:7].B(Br)(Br)Br, predict the reaction product. The product is: [OH:2][C:3]1[CH:4]=[C:5]([CH:30]=[CH:31][C:32]=1[OH:33])[C:6]([NH:8][C:9]1[S:10][C:11]([CH2:22][CH2:23][C:24]2[CH:29]=[CH:28][CH:27]=[CH:26][CH:25]=2)=[C:12]([C:14]2[CH:15]=[CH:16][C:17]([OH:20])=[CH:18][CH:19]=2)[N:13]=1)=[O:7]. (3) Given the reactants [Br:1][C:2]1[CH:3]=[CH:4][C:5](F)=[C:6]([CH:9]=1)[CH:7]=[O:8].[F:11][C:12]1[CH:17]=[CH:16][C:15]([OH:18])=[CH:14][CH:13]=1.C([O-])([O-])=O.[K+].[K+], predict the reaction product. The product is: [Br:1][C:2]1[CH:3]=[CH:4][C:5]([O:18][C:15]2[CH:16]=[CH:17][C:12]([F:11])=[CH:13][CH:14]=2)=[C:6]([CH:9]=1)[CH:7]=[O:8]. (4) Given the reactants [OH-].[Na+].[OH-].[K+].C([O:7][C:8]([C:10]1([CH3:40])[CH2:15][CH2:14][N:13]([CH2:16][C:17]2[CH:22]=[CH:21][C:20]([C:23]3[N:27]=[C:26]([C:28]4[CH:33]=[CH:32][C:31]([CH:34]5[CH2:38][CH2:37][CH2:36][CH2:35]5)=[C:30]([Cl:39])[CH:29]=4)[O:25][N:24]=3)=[CH:19][CH:18]=2)[CH2:12][CH2:11]1)=[O:9])C.C(O)(=O)C, predict the reaction product. The product is: [Cl:39][C:30]1[CH:29]=[C:28]([C:26]2[O:25][N:24]=[C:23]([C:20]3[CH:19]=[CH:18][C:17]([CH2:16][N:13]4[CH2:12][CH2:11][C:10]([CH3:40])([C:8]([OH:9])=[O:7])[CH2:15][CH2:14]4)=[CH:22][CH:21]=3)[N:27]=2)[CH:33]=[CH:32][C:31]=1[CH:34]1[CH2:38][CH2:37][CH2:36][CH2:35]1. (5) Given the reactants Br[C:2]1[CH:11]=[C:10]2[C:5]([C:6]([CH3:14])([CH3:13])[CH2:7][CH2:8][C:9]2=[O:12])=[CH:4][CH:3]=1.[CH2:15]([O:17]C([Sn](CCCC)(CCCC)CCCC)=C)[CH3:16].Cl, predict the reaction product. The product is: [CH3:13][C:6]1([CH3:14])[C:5]2[C:10](=[CH:11][C:2]([C:15](=[O:17])[CH3:16])=[CH:3][CH:4]=2)[C:9](=[O:12])[CH2:8][CH2:7]1. (6) Given the reactants Br[C:2]1[CH:3]=[CH:4][C:5](=[O:24])[N:6]([CH2:9][CH2:10][C:11]2[CH:23]=[CH:22][C:14]([C:15]([O:17][C:18]([CH3:21])([CH3:20])[CH3:19])=[O:16])=[CH:13][CH:12]=2)[C:7]=1[CH3:8].[CH:25]1(B(O)O)[CH2:27][CH2:26]1.P([O-])([O-])([O-])=O.[K+].[K+].[K+].C1(P(C2CCCCC2)C2CCCCC2)CCCCC1, predict the reaction product. The product is: [CH:25]1([C:2]2[CH:3]=[CH:4][C:5](=[O:24])[N:6]([CH2:9][CH2:10][C:11]3[CH:23]=[CH:22][C:14]([C:15]([O:17][C:18]([CH3:21])([CH3:20])[CH3:19])=[O:16])=[CH:13][CH:12]=3)[C:7]=2[CH3:8])[CH2:27][CH2:26]1.